From a dataset of Reaction yield outcomes from USPTO patents with 853,638 reactions. Predict the reaction yield, written as a fraction of the theoretical maximum amount of product (1.0 means a 100% yield; for example, 0.34 means a 34% yield). (1) The yield is 0.850. The catalyst is [I-].[Na+]. The reactants are [CH3:1][O:2][C:3]1[C:20]([N+:21]([O-:23])=[O:22])=[CH:19][C:6]2[NH:7][C:8](=[O:18])[CH2:9][N:10]([C:12](=[O:17])[C:13]([F:16])([F:15])[F:14])[CH2:11][C:5]=2[CH:4]=1.[F-].[Cs+].[CH2:26](Br)[CH3:27].C(#N)C. The product is [CH2:26]([N:7]1[C:6]2[CH:19]=[C:20]([N+:21]([O-:23])=[O:22])[C:3]([O:2][CH3:1])=[CH:4][C:5]=2[CH2:11][N:10]([C:12](=[O:17])[C:13]([F:14])([F:15])[F:16])[CH2:9][C:8]1=[O:18])[CH3:27]. (2) The reactants are [Cl:1][C:2]1[CH:10]=[CH:9][C:8]([O:11][CH3:12])=[C:7]2[C:3]=1[C:4]([CH3:18])([C:13]([O:15][CH2:16][CH3:17])=[O:14])[CH2:5][NH:6]2.Br[C:20]1[CH:25]=[CH:24][CH:23]=[CH:22][C:21]=1[N+:26]([O-:28])=[O:27].C1C=CC(P(C2C(C3C(P(C4C=CC=CC=4)C4C=CC=CC=4)=CC=C4C=3C=CC=C4)=C3C(C=CC=C3)=CC=2)C2C=CC=CC=2)=CC=1.C([O-])([O-])=O.[Cs+].[Cs+]. The catalyst is C1(C)C=CC=CC=1.C1C=CC(/C=C/C(/C=C/C2C=CC=CC=2)=O)=CC=1.C1C=CC(/C=C/C(/C=C/C2C=CC=CC=2)=O)=CC=1.C1C=CC(/C=C/C(/C=C/C2C=CC=CC=2)=O)=CC=1.[Pd].[Pd]. The product is [Cl:1][C:2]1[CH:10]=[CH:9][C:8]([O:11][CH3:12])=[C:7]2[C:3]=1[C:4]([CH3:18])([C:13]([O:15][CH2:16][CH3:17])=[O:14])[CH2:5][N:6]2[C:20]1[CH:25]=[CH:24][CH:23]=[CH:22][C:21]=1[N+:26]([O-:28])=[O:27]. The yield is 0.650. (3) The reactants are [F:1][CH:2]([F:15])[O:3][C:4]1[C:13]([F:14])=[CH:12][CH:11]=[CH:10][C:5]=1[C:6]([O:8]C)=[O:7].[OH-].[Na+]. No catalyst specified. The product is [F:15][CH:2]([F:1])[O:3][C:4]1[C:13]([F:14])=[CH:12][CH:11]=[CH:10][C:5]=1[C:6]([OH:8])=[O:7]. The yield is 0.310. (4) The reactants are [CH3:1][C:2]1[CH:3]=[C:4]([C:18]([O:20][CH3:21])=[O:19])[C:5]([C:8]2[CH:13]=[CH:12][CH:11]=[C:10]([C:14]([O:16][CH3:17])=[O:15])[CH:9]=2)=[CH:6][CH:7]=1.C1C(=O)N([Br:29])C(=O)C1. The catalyst is C(Cl)(Cl)(Cl)Cl.C(OOC(=O)C1C=CC=CC=1)(=O)C1C=CC=CC=1. The product is [Br:29][CH2:1][C:2]1[CH:3]=[C:4]([C:18]([O:20][CH3:21])=[O:19])[C:5]([C:8]2[CH:13]=[CH:12][CH:11]=[C:10]([C:14]([O:16][CH3:17])=[O:15])[CH:9]=2)=[CH:6][CH:7]=1. The yield is 0.600. (5) The reactants are [OH:1][NH:2][C:3](=[O:9])[O:4][C:5]([CH3:8])([CH3:7])[CH3:6].C1CCN2C(=NCCC2)CC1.Br[CH2:22][CH2:23][OH:24].C(Cl)[Cl:26]. No catalyst specified. The product is [ClH:26].[OH:24][CH2:23][CH2:22][O:1][NH:2][C:3](=[O:9])[O:4][C:5]([CH3:8])([CH3:7])[CH3:6]. The yield is 0.700. (6) The reactants are [NH2:1][C:2]1[C:3](=O)[N:4]=[C:5]([C:8]2[CH:13]=[CH:12][CH:11]=[C:10]([N+:14]([O-:16])=[O:15])[C:9]=2[CH3:17])[NH:6][N:7]=1.S(Cl)([Cl:21])=O. No catalyst specified. The product is [Cl:21][C:3]1[N:4]=[C:5]([C:8]2[CH:13]=[CH:12][CH:11]=[C:10]([N+:14]([O-:16])=[O:15])[C:9]=2[CH3:17])[N:6]=[N:7][C:2]=1[NH2:1]. The yield is 0.770. (7) The reactants are C[N:2](C)/[CH:3]=[CH:4]\[C:5]([C:7]1[CH:12]=[CH:11][CH:10]=[CH:9][N:8]=1)=O.O.[NH2:15]N. The catalyst is C(O)C. The product is [NH:2]1[CH:3]=[CH:4][C:5]([C:7]2[CH:12]=[CH:11][CH:10]=[CH:9][N:8]=2)=[N:15]1. The yield is 0.973. (8) The reactants are [CH:1]12[CH2:12][CH:7]([CH:8](O)[CH:9]1O)[CH:6]1[CH:2]2[CH:3]=[CH:4][CH2:5]1.I([O-])(=O)(=O)=O.[Na+].[CH2:19]([NH2:26])[C:20]1[CH:25]=[CH:24][CH:23]=[CH:22][CH:21]=1.C(O[BH-](OC(=O)C)OC(=O)C)(=O)C.[Na+].C(=O)([O-])[O-].[Na+].[Na+]. The catalyst is O1CCOCC1.O.ClC(Cl)C. The product is [C:20]1([CH2:19][N:26]2[CH2:9][CH:1]3[CH2:12][CH:7]([CH:6]4[CH:2]3[CH:3]=[CH:4][CH2:5]4)[CH2:8]2)[CH:25]=[CH:24][CH:23]=[CH:22][CH:21]=1. The yield is 0.750. (9) The reactants are [Cl:1][C:2]1[CH:7]=[CH:6][C:5]([C:8]2[C:12]3[CH2:13][N:14]([C:17](=[O:19])[CH3:18])[CH2:15][CH2:16][C:11]=3[N:10]([CH2:20][C@@H:21]([OH:24])[CH2:22]O)[N:9]=2)=[CH:4][C:3]=1[CH3:25].C1(C)C=CC(S([O-])(=O)=O)=CC=1.[NH+]1C=CC=CC=1.C(Br)(C)=O.C([O-])([O-])=O.[K+].[K+]. The catalyst is CC(OC)(OC)OC.CO. The product is [Cl:1][C:2]1[CH:7]=[CH:6][C:5]([C:8]2[C:12]3[CH2:13][N:14]([C:17](=[O:19])[CH3:18])[CH2:15][CH2:16][C:11]=3[N:10]([CH2:20][C@@H:21]3[CH2:22][O:24]3)[N:9]=2)=[CH:4][C:3]=1[CH3:25]. The yield is 0.370. (10) The reactants are [C:1]1(=[O:11])[NH:5][C:4](=[O:6])[C:3]2=[CH:7][CH:8]=[CH:9][CH:10]=[C:2]12.[CH2:12]([C@@H:14]1[O:16][CH2:15]1)Cl.C(=O)([O-])[O-].[Na+].[Na+].CC(C)([O-])C.[K+]. The catalyst is [Cl-].C([N+](C)(C)C)C1C=CC=CC=1.C(O)(C)C. The product is [CH2:12]([C:10]1[CH:9]=[CH:8][CH:7]=[C:3]2[C:4]([NH:5][C:1](=[O:11])[C:2]=12)=[O:6])[C@H:14]1[O:16][CH2:15]1. The yield is 0.780.